This data is from NCI-60 drug combinations with 297,098 pairs across 59 cell lines. The task is: Regression. Given two drug SMILES strings and cell line genomic features, predict the synergy score measuring deviation from expected non-interaction effect. (1) Drug 1: CNC(=O)C1=NC=CC(=C1)OC2=CC=C(C=C2)NC(=O)NC3=CC(=C(C=C3)Cl)C(F)(F)F. Drug 2: C1CC(=O)NC(=O)C1N2C(=O)C3=CC=CC=C3C2=O. Cell line: M14. Synergy scores: CSS=0.215, Synergy_ZIP=5.09, Synergy_Bliss=8.42, Synergy_Loewe=3.63, Synergy_HSA=1.05. (2) Drug 1: CC(CN1CC(=O)NC(=O)C1)N2CC(=O)NC(=O)C2. Drug 2: CC12CCC3C(C1CCC2OP(=O)(O)O)CCC4=C3C=CC(=C4)OC(=O)N(CCCl)CCCl.[Na+]. Cell line: A549. Synergy scores: CSS=25.7, Synergy_ZIP=-2.61, Synergy_Bliss=-4.55, Synergy_Loewe=-12.2, Synergy_HSA=-3.06. (3) Drug 1: CC1=C(C(CCC1)(C)C)C=CC(=CC=CC(=CC(=O)O)C)C. Drug 2: CCCCC(=O)OCC(=O)C1(CC(C2=C(C1)C(=C3C(=C2O)C(=O)C4=C(C3=O)C=CC=C4OC)O)OC5CC(C(C(O5)C)O)NC(=O)C(F)(F)F)O. Cell line: KM12. Synergy scores: CSS=47.0, Synergy_ZIP=5.99, Synergy_Bliss=4.23, Synergy_Loewe=-7.67, Synergy_HSA=2.13. (4) Drug 1: CC1=C(C(CCC1)(C)C)C=CC(=CC=CC(=CC(=O)O)C)C. Drug 2: C1=CC=C(C=C1)NC(=O)CCCCCCC(=O)NO. Cell line: MCF7. Synergy scores: CSS=22.2, Synergy_ZIP=-8.69, Synergy_Bliss=-2.47, Synergy_Loewe=-5.90, Synergy_HSA=0.0811. (5) Drug 1: CCCCCOC(=O)NC1=NC(=O)N(C=C1F)C2C(C(C(O2)C)O)O. Drug 2: CC1CCCC2(C(O2)CC(NC(=O)CC(C(C(=O)C(C1O)C)(C)C)O)C(=CC3=CSC(=N3)C)C)C. Cell line: OVCAR-8. Synergy scores: CSS=41.4, Synergy_ZIP=2.09, Synergy_Bliss=-0.323, Synergy_Loewe=-26.4, Synergy_HSA=-0.417.